From a dataset of Reaction yield outcomes from USPTO patents with 853,638 reactions. Predict the reaction yield, written as a fraction of the theoretical maximum amount of product (1.0 means a 100% yield; for example, 0.34 means a 34% yield). (1) The reactants are Br[CH2:2][CH2:3][CH2:4][Si:5]([CH3:35])([CH3:34])[CH2:6][CH2:7][C:8]1[C:20]2[CH2:19][N:18]3[C:13](=[CH:14][C:15]4[C@:25]([CH2:27][CH3:28])([OH:26])[C:24](=[O:29])[O:23][CH2:22][C:16]=4[C:17]3=[O:21])[C:12]=2[N:11]=[C:10]2[CH:30]=[CH:31][CH:32]=[CH:33][C:9]=12.[NH:36]1[CH:40]=[CH:39][N:38]=[CH:37]1. The catalyst is CN(C)C=O. The product is [CH2:27]([C@:25]1([OH:26])[C:15]2[CH:14]=[C:13]3[N:18]([C:17](=[O:21])[C:16]=2[CH2:22][O:23][C:24]1=[O:29])[CH2:19][C:20]1[C:8]([CH2:7][CH2:6][Si:5]([CH2:4][CH2:3][CH2:2][N:36]2[CH:40]=[CH:39][N:38]=[CH:37]2)([CH3:34])[CH3:35])=[C:9]2[CH:33]=[CH:32][CH:31]=[CH:30][C:10]2=[N:11][C:12]3=1)[CH3:28]. The yield is 0.770. (2) The reactants are [CH3:1][C:2]1[N:7]=[C:6]([SH:8])[N:5]=[C:4]([OH:9])[CH:3]=1.C(=O)([O-])[O-].[K+].[K+].Br[CH2:17][N:18]1[C:22]([Cl:23])=[CH:21][CH:20]=[N:19]1. The catalyst is CN(C=O)C. The product is [Cl:23][C:22]1[N:18]([CH2:17][S:8][C:6]2[N:5]=[C:4]([OH:9])[CH:3]=[C:2]([CH3:1])[N:7]=2)[N:19]=[CH:20][CH:21]=1. The yield is 0.0100. (3) The reactants are C(OC(C1C=C([C:12]2[CH:17]=[CH:16][C:15]([CH2:18][S:19][CH2:20][CH2:21][O:22][C:23]3[CH:28]=[CH:27][CH:26]=[CH:25][CH:24]=3)=[CH:14][CH:13]=2)C=CC=1)=O)C.[CH2:29]([O:31][C:32]([C:34]1[C:35](C2C=CC(CSCCO)=CC=2)=[CH:36][CH:37]=[CH:38][CH:39]=1)=[O:33])[CH3:30].C1(O)C=CC=CC=1.C1(P(C2C=CC=CC=2)C2C=CC=CC=2)C=CC=CC=1. No catalyst specified. The product is [CH2:29]([O:31][C:32]([C:34]1[C:39]([C:12]2[CH:13]=[CH:14][C:15]([CH2:18][S:19][CH2:20][CH2:21][O:22][C:23]3[CH:24]=[CH:25][CH:26]=[CH:27][CH:28]=3)=[CH:16][CH:17]=2)=[CH:38][CH:37]=[CH:36][CH:35]=1)=[O:33])[CH3:30]. The yield is 0.680. (4) The reactants are C([O:3][C:4](=[O:41])[CH2:5][CH2:6][C:7]1[CH:12]=[CH:11][C:10]([C:13]([CH2:38][CH3:39])([C:16]2[CH:21]=[CH:20][C:19](/[CH:22]=[CH:23]/[C:24]([O:33]COC)([C:29]([F:32])([F:31])[F:30])[C:25]([F:28])([F:27])[F:26])=[C:18]([CH3:37])[CH:17]=2)[CH2:14][CH3:15])=[CH:9][C:8]=1[CH3:40])C.[OH-].[K+].Cl. The catalyst is CCO.O. The product is [CH2:14]([C:13]([C:10]1[CH:11]=[CH:12][C:7]([CH2:6][CH2:5][C:4]([OH:41])=[O:3])=[C:8]([CH3:40])[CH:9]=1)([C:16]1[CH:21]=[CH:20][C:19](/[CH:22]=[CH:23]/[C:24]([OH:33])([C:29]([F:31])([F:30])[F:32])[C:25]([F:28])([F:26])[F:27])=[C:18]([CH3:37])[CH:17]=1)[CH2:38][CH3:39])[CH3:15]. The yield is 0.890. (5) The reactants are C(O)(C(F)(F)F)=O.[N:8]1[CH:13]=[CH:12][CH:11]=[N:10][C:9]=1[N:14]1[CH2:19][CH2:18][CH:17]([NH:20]C(=O)OC(C)(C)C)[CH2:16][CH2:15]1. The catalyst is C(Cl)Cl. The product is [N:8]1[CH:13]=[CH:12][CH:11]=[N:10][C:9]=1[N:14]1[CH2:15][CH2:16][CH:17]([NH2:20])[CH2:18][CH2:19]1. The yield is 0.920. (6) The reactants are [F:1][C:2]1[CH:7]=[CH:6][C:5]([C:8]2[N:17]=[C:16]([C:18]([OH:20])=O)[C:15]3[C:10](=[CH:11][CH:12]=[CH:13][CH:14]=3)[N:9]=2)=[CH:4][CH:3]=1.Cl.[OH:22][C:23]1[C:32]([N:33]([CH3:35])[CH3:34])=[CH:31][CH:30]=[C:29]2[C:24]=1[CH2:25][CH2:26][NH:27][CH2:28]2. No catalyst specified. The product is [F:1][C:2]1[CH:7]=[CH:6][C:5]([C:8]2[N:17]=[C:16]([C:18]([N:27]3[CH2:26][CH2:25][C:24]4[C:29](=[CH:30][CH:31]=[C:32]([N:33]([CH3:35])[CH3:34])[C:23]=4[OH:22])[CH2:28]3)=[O:20])[C:15]3[C:10](=[CH:11][CH:12]=[CH:13][CH:14]=3)[N:9]=2)=[CH:4][CH:3]=1. The yield is 0.0500. (7) The reactants are [CH:1]1([CH2:4][C:5]([NH:7][C:8]2[N:9]=[C:10]3[CH:15]=[CH:14][C:13](I)=[N:12][N:11]3[CH:17]=2)=[O:6])[CH2:3][CH2:2]1.[F:18][C:19]1[CH:24]=[CH:23][C:22]([OH:25])=[CH:21][C:20]=1[NH:26][C:27]([C:29]1[N:33]([CH3:34])[N:32]=[C:31]([CH3:35])[CH:30]=1)=[O:28].C(=O)([O-])[O-].[K+].[K+]. The catalyst is CN(C)C=O. The product is [CH:1]1([CH2:4][C:5]([NH:7][C:8]2[N:9]=[C:10]3[CH:15]=[CH:14][C:13]([O:25][C:22]4[CH:23]=[CH:24][C:19]([F:18])=[C:20]([NH:26][C:27]([C:29]5[N:33]([CH3:34])[N:32]=[C:31]([CH3:35])[CH:30]=5)=[O:28])[CH:21]=4)=[N:12][N:11]3[CH:17]=2)=[O:6])[CH2:3][CH2:2]1. The yield is 0.230. (8) The reactants are Cl.[N:2]1([C:9]2[CH:14]=[CH:13][C:12]([NH:15][C:16]([C:18]3[N:19]=[C:20]([C:27]4[CH:32]=[CH:31][CH:30]=[CH:29][CH:28]=4)[O:21][C:22]=3[C:23]([F:26])([F:25])[F:24])=[O:17])=[CH:11][CH:10]=2)[CH2:8][CH2:7][CH2:6][NH:5][CH2:4][CH2:3]1.[CH2:33]([O:40][C:41]([C@H:43]1[CH2:48][CH2:47][C@@H:46]([C:49](O)=[O:50])[CH2:45][CH2:44]1)=[O:42])[C:34]1[CH:39]=[CH:38][CH:37]=[CH:36][CH:35]=1.C(N(CC)CC)C.C1CN([P+](Br)(N2CCCC2)N2CCCC2)CC1.F[P-](F)(F)(F)(F)F. The catalyst is CN(C=O)C. The product is [CH2:33]([O:40][C:41]([C@H:43]1[CH2:48][CH2:47][C@@H:46]([C:49]([N:5]2[CH2:6][CH2:7][CH2:8][N:2]([C:9]3[CH:14]=[CH:13][C:12]([NH:15][C:16]([C:18]4[N:19]=[C:20]([C:27]5[CH:32]=[CH:31][CH:30]=[CH:29][CH:28]=5)[O:21][C:22]=4[C:23]([F:26])([F:24])[F:25])=[O:17])=[CH:11][CH:10]=3)[CH2:3][CH2:4]2)=[O:50])[CH2:45][CH2:44]1)=[O:42])[C:34]1[CH:39]=[CH:38][CH:37]=[CH:36][CH:35]=1. The yield is 0.710.